This data is from Merck oncology drug combination screen with 23,052 pairs across 39 cell lines. The task is: Regression. Given two drug SMILES strings and cell line genomic features, predict the synergy score measuring deviation from expected non-interaction effect. Drug 2: CC(C)CC(NC(=O)C(Cc1ccccc1)NC(=O)c1cnccn1)B(O)O. Drug 1: Nc1ccn(C2OC(CO)C(O)C2(F)F)c(=O)n1. Synergy scores: synergy=-10.4. Cell line: UWB1289.